From a dataset of Forward reaction prediction with 1.9M reactions from USPTO patents (1976-2016). Predict the product of the given reaction. Given the reactants CO[C:3]([CH:5]1[CH2:9][CH2:8][CH2:7][C:6]1=[O:10])=O.[F:11][C:12]1[CH:20]=[CH:19][C:18]([Cl:21])=[CH:17][C:13]=1[C:14]([NH2:16])=[NH:15].[CH2:22](O)C, predict the reaction product. The product is: [Cl:21][C:18]1[CH:19]=[CH:20][C:12]([F:11])=[C:13]([C:14]2[N:16]=[C:6]([OH:10])[C:5]3[CH2:3][CH2:22][CH2:7][CH2:8][C:9]=3[N:15]=2)[CH:17]=1.